From a dataset of Peptide-MHC class II binding affinity with 134,281 pairs from IEDB. Regression. Given a peptide amino acid sequence and an MHC pseudo amino acid sequence, predict their binding affinity value. This is MHC class II binding data. (1) The peptide sequence is SQIPISINYRTEIDK. The MHC is HLA-DPA10201-DPB10101 with pseudo-sequence HLA-DPA10201-DPB10101. The binding affinity (normalized) is 0.417. (2) The peptide sequence is VFLGSAHGIPKVPPG. The MHC is DRB1_1001 with pseudo-sequence DRB1_1001. The binding affinity (normalized) is 0.0332. (3) The peptide sequence is APEDKYEAFVLHFSE. The MHC is DRB1_0701 with pseudo-sequence DRB1_0701. The binding affinity (normalized) is 0.496. (4) The MHC is DRB1_1001 with pseudo-sequence DRB1_1001. The peptide sequence is EKKTFAATQFEPLAA. The binding affinity (normalized) is 0.585. (5) The binding affinity (normalized) is 0. The peptide sequence is EEMFKKRNLTIMDLH. The MHC is DRB1_0101 with pseudo-sequence DRB1_0101. (6) The peptide sequence is SRAEVSYVHVNGAKF. The MHC is HLA-DPA10201-DPB11401 with pseudo-sequence HLA-DPA10201-DPB11401. The binding affinity (normalized) is 0.327. (7) The peptide sequence is ARATAGTTVYGAFAA. The MHC is HLA-DPA10103-DPB10401 with pseudo-sequence HLA-DPA10103-DPB10401. The binding affinity (normalized) is 0.164.